Task: Predict the product of the given reaction.. Dataset: Forward reaction prediction with 1.9M reactions from USPTO patents (1976-2016) (1) Given the reactants Br[C:2]1[CH:3]=[CH:4][C:5]2[C:11]3[S:12][C:13]([C:15]([N:17]([C:19]4[CH:24]=[C:23]([C:25]([N:27]5[CH2:30][C:29]([F:32])([F:31])[CH2:28]5)=[O:26])[CH:22]=[CH:21][C:20]=4[Cl:33])[CH3:18])=[O:16])=[CH:14][C:10]=3[CH2:9][CH2:8][O:7][C:6]=2[CH:34]=1.CC1(C)C2C(=C(P(C3C=CC=CC=3)C3C=CC=CC=3)C=CC=2)[O:56][C:38]2C(P(C3C=CC=CC=3)C3C=CC=CC=3)=CC=CC1=2.[CH3:77][S:78]([CH2:81][CH2:82][NH2:83])(=[O:80])=[O:79].Cl.C([O-])([O-])=O.[Na+].[Na+], predict the reaction product. The product is: [Cl:33][C:20]1[CH:21]=[CH:22][C:23]([C:25]([N:27]2[CH2:28][C:29]([F:31])([F:32])[CH2:30]2)=[O:26])=[CH:24][C:19]=1[N:17]([CH3:18])[C:15]([C:13]1[S:12][C:11]2[C:5]3[CH:4]=[CH:3][C:2]([C:38]([NH:83][CH2:82][CH2:81][S:78]([CH3:77])(=[O:80])=[O:79])=[O:56])=[CH:34][C:6]=3[O:7][CH2:8][CH2:9][C:10]=2[CH:14]=1)=[O:16]. (2) The product is: [Cl:22][C:23]1[CH:24]=[C:25]([C:2]2[CH:11]=[CH:10][C:9]3[O:8][C@@:7]4([CH3:16])[CH2:12][CH2:13][O:14][CH2:15][C@@H:6]4[C@:5]4([CH2:20][O:19][C:18]([NH2:21])=[N:17]4)[C:4]=3[CH:3]=2)[CH:26]=[N:27][CH:28]=1. Given the reactants Br[C:2]1[CH:11]=[CH:10][C:9]2[O:8][C:7]3([CH3:16])[CH2:12][CH2:13][O:14][CH2:15][CH:6]3[C:5]3([CH2:20][O:19][C:18]([NH2:21])=[N:17]3)[C:4]=2[CH:3]=1.[Cl:22][C:23]1[CH:24]=[C:25](B(O)O)[CH:26]=[N:27][CH:28]=1.C(=O)([O-])[O-].[Na+].[Na+], predict the reaction product. (3) The product is: [Cl:1][C:2]1[C:3]([F:31])=[C:4]([NH:8][C:9]2[C:18]3[C:13](=[CH:14][C:15]([O:29][CH3:30])=[C:16]([CH2:19][N:20]([CH3:28])[C:21]4([C:25]([NH2:27])=[O:26])[CH2:24][N:23]([CH2:42][CH2:43][OH:44])[CH2:22]4)[CH:17]=3)[N:12]=[CH:11][N:10]=2)[CH:5]=[CH:6][CH:7]=1. Given the reactants [Cl:1][C:2]1[C:3]([F:31])=[C:4]([NH:8][C:9]2[C:18]3[C:13](=[CH:14][C:15]([O:29][CH3:30])=[C:16]([CH2:19][N:20]([CH3:28])[C:21]4([C:25]([NH2:27])=[O:26])[CH2:24][NH:23][CH2:22]4)[CH:17]=3)[N:12]=[CH:11][N:10]=2)[CH:5]=[CH:6][CH:7]=1.C(N(C(C)C)CC)(C)C.Cl[CH2:42][CH2:43][OH:44].[I-].[K+], predict the reaction product. (4) Given the reactants [CH3:1][CH:2]([CH3:43])[C@H:3]([NH:38][C:39](=[O:42])[O:40][CH3:41])[C:4](=[O:37])[N:5]1[CH2:9][CH2:8][CH2:7][C@H:6]1[C:10]1[NH:11][C:12]([C:15]2[CH:20]=[CH:19][C:18]([C:21]3[CH:26]=[CH:25][C:24]([C:27]4[NH:31][C:30]([C@@H:32]5[CH2:36][CH2:35][CH2:34][NH:33]5)=[N:29][CH:28]=4)=[CH:23][CH:22]=3)=[CH:17][CH:16]=2)=[CH:13][N:14]=1.CCN(C(C)C)C(C)C.[CH3:53][CH:54]([CH3:66])[C@H:55]([NH:59][C:60]1[CH:61]=[N:62][CH:63]=[CH:64][CH:65]=1)[C:56](O)=[O:57].CN(C(ON1N=NC2C=CC=NC1=2)=[N+](C)C)C.F[P-](F)(F)(F)(F)F, predict the reaction product. The product is: [CH3:41][O:40][C:39](=[O:42])[NH:38][C@H:3]([C:4]([N:5]1[CH2:9][CH2:8][CH2:7][C@H:6]1[C:10]1[NH:11][C:12]([C:15]2[CH:20]=[CH:19][C:18]([C:21]3[CH:22]=[CH:23][C:24]([C:27]4[NH:31][C:30]([C@@H:32]5[CH2:36][CH2:35][CH2:34][N:33]5[C:56](=[O:57])[C@H:55]([CH:54]([CH3:53])[CH3:66])[NH:59][C:60]5[CH:61]=[N:62][CH:63]=[CH:64][CH:65]=5)=[N:29][CH:28]=4)=[CH:25][CH:26]=3)=[CH:17][CH:16]=2)=[CH:13][N:14]=1)=[O:37])[CH:2]([CH3:43])[CH3:1]. (5) Given the reactants [CH3:1][C:2]([CH3:39])([CH2:35][CH2:36][CH2:37][CH3:38])[C:3]([NH:5][CH2:6][CH:7]1[O:11][C:10]([CH3:13])([CH3:12])[N:9]([C:14]([O:16][C:17]([CH3:20])([CH3:19])[CH3:18])=[O:15])[C@H:8]1[CH2:21][C@H:22]([CH2:26][O:27]CC1C=CC=CC=1)[CH:23]([CH3:25])[CH3:24])=[O:4], predict the reaction product. The product is: [CH3:39][C:2]([CH3:1])([CH2:35][CH2:36][CH2:37][CH3:38])[C:3]([NH:5][CH2:6][CH:7]1[O:11][C:10]([CH3:12])([CH3:13])[N:9]([C:14]([O:16][C:17]([CH3:18])([CH3:19])[CH3:20])=[O:15])[C@H:8]1[CH2:21][C@H:22]([CH2:26][OH:27])[CH:23]([CH3:24])[CH3:25])=[O:4]. (6) Given the reactants [N:1]1[C:10]2[C:5](=[CH:6][C:7]([CH2:11][N:12]3[C:16]4=[N:17][C:18](/[C:21](=[N:23]/[O:24][CH2:25][CH2:26][N:27]5C(=O)C6C(=CC=CC=6)C5=O)/[CH3:22])=[CH:19][N:20]=[C:15]4[N:14]=[N:13]3)=[CH:8][CH:9]=2)[CH:4]=[CH:3][CH:2]=1.O.NN, predict the reaction product. The product is: [NH2:27][CH2:26][CH2:25][O:24]/[N:23]=[C:21](/[C:18]1[N:17]=[C:16]2[N:12]([CH2:11][C:7]3[CH:6]=[C:5]4[C:10](=[CH:9][CH:8]=3)[N:1]=[CH:2][CH:3]=[CH:4]4)[N:13]=[N:14][C:15]2=[N:20][CH:19]=1)\[CH3:22].